This data is from Peptide-MHC class II binding affinity with 134,281 pairs from IEDB. The task is: Regression. Given a peptide amino acid sequence and an MHC pseudo amino acid sequence, predict their binding affinity value. This is MHC class II binding data. (1) The peptide sequence is RNNTFKPFAEYKSDY. The MHC is DRB1_1501 with pseudo-sequence DRB1_1501. The binding affinity (normalized) is 0.438. (2) The peptide sequence is GEPGIAGFKGAQGPK. The binding affinity (normalized) is 0.345. The MHC is H-2-IAq with pseudo-sequence H-2-IAq. (3) The peptide sequence is VDSIGMLPRFTP. The MHC is DRB1_0701 with pseudo-sequence DRB1_0701. The binding affinity (normalized) is 0.